Dataset: Reaction yield outcomes from USPTO patents with 853,638 reactions. Task: Predict the reaction yield, written as a fraction of the theoretical maximum amount of product (1.0 means a 100% yield; for example, 0.34 means a 34% yield). The reactants are Br[C:2]1[N:7]=[CH:6][C:5]([CH2:8][N:9]([CH3:11])[CH3:10])=[CH:4][CH:3]=1.C([Li])CCC.[CH2:17]1[O:27][C:20]2([CH2:25][CH2:24][C:23](=[O:26])[CH2:22][CH2:21]2)[O:19][CH2:18]1. The catalyst is C1COCC1.CCOCC. The product is [CH3:10][N:9]([CH2:8][C:5]1[CH:4]=[CH:3][C:2]([C:23]2([OH:26])[CH2:24][CH2:25][C:20]3([O:27][CH2:17][CH2:18][O:19]3)[CH2:21][CH2:22]2)=[N:7][CH:6]=1)[CH3:11]. The yield is 0.540.